The task is: Predict the product of the given reaction.. This data is from Forward reaction prediction with 1.9M reactions from USPTO patents (1976-2016). (1) Given the reactants [Br:1][C:2]1[CH:3]=[CH:4][C:5]2[N:9]=[CH:8][NH:7][C:6]=2[C:10]=1[O:11][CH3:12].[O:13]1[CH:18]=[CH:17][CH2:16][CH2:15][CH2:14]1.C1(C)C=CC(S([O-])(=O)=O)=CC=1.[NH+]1C=CC=CC=1, predict the reaction product. The product is: [Br:1][C:2]1[CH:3]=[CH:4][C:5]2[N:9]([CH:14]3[CH2:15][CH2:16][CH2:17][CH2:18][O:13]3)[CH:8]=[N:7][C:6]=2[C:10]=1[O:11][CH3:12]. (2) Given the reactants [C:1]([O:5][C:6]([NH:8][CH2:9][CH:10]([C:14]1[CH:18]=[CH:17][S:16][CH:15]=1)[C:11]([OH:13])=O)=[O:7])([CH3:4])([CH3:3])[CH3:2].C(Cl)CCl.[NH2:23][C:24]1[CH:25]=[C:26]2[C:31](=[CH:32][CH:33]=1)[CH:30]=[N:29][CH:28]=[CH:27]2.C([O-])(O)=O.[Na+], predict the reaction product. The product is: [CH:30]1[C:31]2[C:26](=[CH:25][C:24]([NH:23][C:11](=[O:13])[CH:10]([C:14]3[CH:18]=[CH:17][S:16][CH:15]=3)[CH2:9][NH:8][C:6](=[O:7])[O:5][C:1]([CH3:2])([CH3:3])[CH3:4])=[CH:33][CH:32]=2)[CH:27]=[CH:28][N:29]=1. (3) Given the reactants C([C@@H]1NC[C@H](CC(C)C)NC1=O)C(C)C.[N:16]1[CH:21]=[CH:20][CH:19]=[C:18]([C:22](=[CH2:26])C(O)=O)[CH:17]=1.[CH2:27]([C@@H:31]1[N:36]([C:37](=[O:46])/C=C/C2C=CC=CC=2)[CH2:35][C@H:34]([CH2:47]C(C)C)[NH:33][C:32]1=[O:51])[CH:28]([CH3:30])[CH3:29], predict the reaction product. The product is: [CH2:27]([C@@H:31]1[N:36]([C:37](=[O:46])[CH:26]=[CH:22][C:18]2[CH:17]=[N:16][CH:21]=[CH:20][CH:19]=2)[CH2:35][C@H:34]([CH3:47])[NH:33][C:32]1=[O:51])[CH:28]([CH3:30])[CH3:29]. (4) Given the reactants [CH3:1][O:2][C:3]1[C:14]([O:15][CH3:16])=[CH:13][C:6]2[S:7][C:8]([C:10]([OH:12])=O)=[CH:9][C:5]=2[CH:4]=1.C(Cl)(=O)C(Cl)=O.[NH2:23][C:24]1[CH:33]=[CH:32][CH:31]=[CH:30][C:25]=1[C:26]([O:28][CH3:29])=[O:27].CCN(CC)CC.COC1C(OC)=CC2SC(C(Cl)=O)=CC=2C=1, predict the reaction product. The product is: [CH3:1][O:2][C:3]1[C:14]([O:15][CH3:16])=[CH:13][C:6]2[S:7][C:8]([C:10]([NH:23][C:24]3[CH:33]=[CH:32][CH:31]=[CH:30][C:25]=3[C:26]([O:28][CH3:29])=[O:27])=[O:12])=[CH:9][C:5]=2[CH:4]=1. (5) Given the reactants [CH3:1][O:2][C:3](=[O:26])[C:4]1[CH:9]=[CH:8][C:7]([CH:10]=[CH:11][C:12]2[CH:17]=[CH:16][C:15]([O:18][CH2:19][O:20][CH3:21])=[C:14]([O:22][CH2:23][O:24][CH3:25])[CH:13]=2)=[CH:6][CH:5]=1.[CH2:27](O)C, predict the reaction product. The product is: [CH2:1]([O:2][C:3](=[O:26])[C:4]1[CH:5]=[CH:6][C:7]([CH:10]=[CH:11][C:12]2[CH:17]=[CH:16][C:15]([O:18][CH2:19][O:20][CH3:21])=[C:14]([O:22][CH2:23][O:24][CH3:25])[CH:13]=2)=[CH:8][CH:9]=1)[CH3:27].